This data is from NCI-60 drug combinations with 297,098 pairs across 59 cell lines. The task is: Regression. Given two drug SMILES strings and cell line genomic features, predict the synergy score measuring deviation from expected non-interaction effect. (1) Drug 1: CC1=C(C=C(C=C1)NC2=NC=CC(=N2)N(C)C3=CC4=NN(C(=C4C=C3)C)C)S(=O)(=O)N.Cl. Drug 2: CC1=C(C(CCC1)(C)C)C=CC(=CC=CC(=CC(=O)O)C)C. Cell line: SN12C. Synergy scores: CSS=15.2, Synergy_ZIP=-0.943, Synergy_Bliss=1.94, Synergy_Loewe=3.43, Synergy_HSA=3.54. (2) Drug 1: C1CCN(CC1)CCOC2=CC=C(C=C2)C(=O)C3=C(SC4=C3C=CC(=C4)O)C5=CC=C(C=C5)O. Synergy scores: CSS=65.0, Synergy_ZIP=0.787, Synergy_Bliss=0.413, Synergy_Loewe=-48.6, Synergy_HSA=-1.18. Drug 2: CC1=C2C(C(=O)C3(C(CC4C(C3C(C(C2(C)C)(CC1OC(=O)C(C(C5=CC=CC=C5)NC(=O)C6=CC=CC=C6)O)O)OC(=O)C7=CC=CC=C7)(CO4)OC(=O)C)O)C)OC(=O)C. Cell line: NCI-H460.